From a dataset of Forward reaction prediction with 1.9M reactions from USPTO patents (1976-2016). Predict the product of the given reaction. The product is: [NH2:1][C:2]1[CH:7]=[C:6]([Cl:8])[C:5]([SH:9])=[C:4]([Cl:15])[CH:3]=1. Given the reactants [NH2:1][C:2]1[CH:7]=[C:6]([Cl:8])[C:5]([S:9]C(=O)N(C)C)=[C:4]([Cl:15])[CH:3]=1.[OH-].[K+].Cl, predict the reaction product.